Dataset: Full USPTO retrosynthesis dataset with 1.9M reactions from patents (1976-2016). Task: Predict the reactants needed to synthesize the given product. (1) Given the product [O:30]=[C:29]1[NH:1][C:2]2[CH:3]=[CH:4][CH:5]=[C:22]([NH:21][C:13]([NH:1][CH2:2][C:3]3[CH:8]=[CH:7][N:6]=[CH:5][CH:4]=3)=[O:19])[C:28]=2[NH:27]1, predict the reactants needed to synthesize it. The reactants are: [NH2:1][CH2:2][C:3]1[CH:8]=[CH:7][N:6]=[CH:5][CH:4]=1.ClC(Cl)(O[C:13](=[O:19])OC(Cl)(Cl)Cl)Cl.[N-:21]=[C:22]=O.CO.C[N:27]([CH:29]=[O:30])[CH3:28]. (2) Given the product [F:1][C:2]1[CH:7]=[CH:6][C:5]([F:8])=[CH:4][C:3]=1[C:9]1[C:13]2[CH2:14][N:15]([CH3:18])[CH2:16][CH2:17][C:12]=2[N:11]([C:19]([NH:21][C@@H:22]([C:27]([CH3:30])([CH3:29])[CH3:28])[CH2:23][OH:24])=[O:20])[N:10]=1, predict the reactants needed to synthesize it. The reactants are: [F:1][C:2]1[CH:7]=[CH:6][C:5]([F:8])=[CH:4][C:3]=1[C:9]1[C:13]2[CH2:14][N:15]([CH3:18])[CH2:16][CH2:17][C:12]=2[N:11]([C:19]([NH:21][C@@H:22]([C:27]([CH3:30])([CH3:29])[CH3:28])[C:23](NC)=[O:24])=[O:20])[N:10]=1.N[C@H](CO)C(C)(C)C. (3) The reactants are: [CH3:1][C:2]1[O:6][N:5]=[C:4]([C:7]([CH:9]([CH2:17][CH2:18][CH2:19][CH2:20][C:21]([O:23][CH2:24][CH3:25])=[O:22])[C:10]([O:12]C(C)(C)C)=[O:11])=[O:8])[CH:3]=1. Given the product [CH2:24]([O:23][C:21](=[O:22])[CH2:20][CH2:19][CH2:18][CH2:17][CH:9]([C:7]([C:4]1[CH:3]=[C:2]([CH3:1])[O:6][N:5]=1)=[O:8])[C:10]([OH:12])=[O:11])[CH3:25], predict the reactants needed to synthesize it. (4) The reactants are: [N:1]1[CH:6]=[CH:5][CH:4]=[C:3](B(O)O)[CH:2]=1.C([O-])([O-])=O.[Na+].[Na+].I[C:17]1[CH:22]=[CH:21][C:20]([S:23]([C:26]2[CH:31]=[CH:30][CH:29]=[CH:28][CH:27]=2)(=[O:25])=[O:24])=[C:19]([N+:32]([O-:34])=[O:33])[CH:18]=1.O. Given the product [N+:32]([C:19]1[CH:18]=[C:17]([C:3]2[CH:2]=[N:1][CH:6]=[CH:5][CH:4]=2)[CH:22]=[CH:21][C:20]=1[S:23]([C:26]1[CH:27]=[CH:28][CH:29]=[CH:30][CH:31]=1)(=[O:25])=[O:24])([O-:34])=[O:33], predict the reactants needed to synthesize it.